Dataset: Reaction yield outcomes from USPTO patents with 853,638 reactions. Task: Predict the reaction yield, written as a fraction of the theoretical maximum amount of product (1.0 means a 100% yield; for example, 0.34 means a 34% yield). The catalyst is O1CCCC1.ClCCl.C(O)C. The product is [Cl:49][C:50]1[CH:61]=[CH:60][C:53]2[NH:54][C:55]([C@H:57]([NH:59][C:5](=[O:7])[C:4]3[CH:8]=[CH:9][C:10]([C:11]([N:13]4[CH2:17][CH2:16][CH2:15][CH2:14]4)=[O:12])=[C:2]([CH3:1])[CH:3]=3)[CH3:58])=[N:56][C:52]=2[CH:51]=1. The reactants are [CH3:1][C:2]1[CH:3]=[C:4]([CH:8]=[CH:9][C:10]=1[C:11]([N:13]1[CH2:17][CH2:16][CH2:15][CH2:14]1)=[O:12])[C:5]([OH:7])=O.CN(C(ON1N=NC2C=CC=CC1=2)=[N+](C)C)C.[B-](F)(F)(F)F.C(N(C(C)C)CC)(C)C.[Cl:49][C:50]1[CH:61]=[CH:60][C:53]2[NH:54][C:55]([C@H:57]([NH2:59])[CH3:58])=[N:56][C:52]=2[CH:51]=1.ClCl. The yield is 1.00.